From a dataset of TCR-epitope binding with 47,182 pairs between 192 epitopes and 23,139 TCRs. Binary Classification. Given a T-cell receptor sequence (or CDR3 region) and an epitope sequence, predict whether binding occurs between them. The epitope is QYDPVAALF. The TCR CDR3 sequence is CASSSGLGQPQHF. Result: 1 (the TCR binds to the epitope).